Dataset: Full USPTO retrosynthesis dataset with 1.9M reactions from patents (1976-2016). Task: Predict the reactants needed to synthesize the given product. (1) Given the product [OH:8]/[N:9]=[C:10]1\[CH2:11][CH2:12][C:13]2[C:18]\1=[CH:17][CH:16]=[C:15]([NH:19][C:20]1[C:28]3[C:23](=[CH:24][N:25]=[CH:26][CH:27]=3)[S:22][C:21]=1[C:29]([O:31][CH2:32][CH3:33])=[O:30])[CH:14]=2, predict the reactants needed to synthesize it. The reactants are: [Si]([O:8]/[N:9]=[C:10]1\[CH2:11][CH2:12][C:13]2[C:18]\1=[CH:17][CH:16]=[C:15]([NH:19][C:20]1[C:28]3[C:23](=[CH:24][N:25]=[CH:26][CH:27]=3)[S:22][C:21]=1[C:29]([O:31][CH2:32][CH3:33])=[O:30])[CH:14]=2)(C(C)(C)C)(C)C.CCCC[N+](CCCC)(CCCC)CCCC.[F-]. (2) Given the product [F:19][C:18]([F:21])([F:20])[S:15]([O:1][C:2]1[CH:9]=[C:8]([CH3:10])[C:5]([C:6]#[N:7])=[C:4]([CH3:11])[C:3]=1[N+:12]([O-:14])=[O:13])(=[O:17])=[O:16], predict the reactants needed to synthesize it. The reactants are: [OH:1][C:2]1[CH:9]=[C:8]([CH3:10])[C:5]([C:6]#[N:7])=[C:4]([CH3:11])[C:3]=1[N+:12]([O-:14])=[O:13].[S:15](O[S:15]([C:18]([F:21])([F:20])[F:19])(=[O:17])=[O:16])([C:18]([F:21])([F:20])[F:19])(=[O:17])=[O:16].N1C=CC=CC=1.O. (3) Given the product [OH:38][C:36]1[CH:37]=[C:32]([NH:31][CH:2]=[C:3]2[C:11]3[C:6](=[CH:7][C:8]([C:12]([C:14]4[CH:15]=[CH:16][C:17]([NH:20][C:21]([C:23]5[N:24]([CH3:29])[N:25]=[C:26]([CH3:28])[CH:27]=5)=[O:22])=[CH:18][CH:19]=4)=[O:13])=[CH:9][CH:10]=3)[NH:5][C:4]2=[O:30])[CH:33]=[CH:34][C:35]=1[O:39][CH3:40], predict the reactants needed to synthesize it. The reactants are: O[CH:2]=[C:3]1[C:11]2[C:6](=[CH:7][C:8]([C:12]([C:14]3[CH:19]=[CH:18][C:17]([NH:20][C:21]([C:23]4[N:24]([CH3:29])[N:25]=[C:26]([CH3:28])[CH:27]=4)=[O:22])=[CH:16][CH:15]=3)=[O:13])=[CH:9][CH:10]=2)[NH:5][C:4]1=[O:30].[NH2:31][C:32]1[CH:33]=[CH:34][C:35]([O:39][CH3:40])=[C:36]([OH:38])[CH:37]=1. (4) Given the product [C:35]([C:2]1[CH:20]=[CH:19][C:5]([C:6]([NH:8][C:9]2[CH:14]=[CH:13][CH:12]=[C:11]([C:15]([F:18])([F:17])[F:16])[CH:10]=2)=[O:7])=[CH:4][C:3]=1[C:21]1[CH:29]=[C:28]2[C:24]([C:25]3[CH:33]=[N:32][CH:31]=[N:30][C:26]=3[NH:27]2)=[CH:23][CH:22]=1)#[N:36], predict the reactants needed to synthesize it. The reactants are: Cl[C:2]1[CH:20]=[CH:19][C:5]([C:6]([NH:8][C:9]2[CH:14]=[CH:13][CH:12]=[C:11]([C:15]([F:18])([F:17])[F:16])[CH:10]=2)=[O:7])=[CH:4][C:3]=1[C:21]1[CH:29]=[C:28]2[C:24]([C:25]3[CH:33]=[N:32][CH:31]=[N:30][C:26]=3[NH:27]2)=[CH:23][CH:22]=1.C[C:35]#[N:36].O. (5) Given the product [CH3:16][C:35]1[C:26]([NH:23][C:24]([N:2]([CH3:1])[CH2:3][CH2:4][O:5][C:6]2[CH:11]=[CH:10][CH:9]=[CH:8][C:7]=2[C:12]([F:13])([F:14])[F:15])=[O:25])=[C:27]([CH:32]=[CH:33][CH:34]=1)[C:28]([OH:30])=[O:29], predict the reactants needed to synthesize it. The reactants are: [CH3:1][NH:2][CH2:3][CH2:4][O:5][C:6]1[CH:11]=[CH:10][CH:9]=[CH:8][C:7]=1[C:12]([F:15])([F:14])[F:13].[CH3:16]CN(CC)CC.[N:23]([C:26]1[CH:35]=[CH:34][CH:33]=[CH:32][C:27]=1[C:28]([O:30]C)=[O:29])=[C:24]=[O:25]. (6) Given the product [CH3:19][S:20]([N:1]1[CH2:2][CH2:3][CH:4]([C:5]([O:7][CH2:8][CH3:9])=[O:6])[CH2:10][CH2:11]1)(=[O:22])=[O:21], predict the reactants needed to synthesize it. The reactants are: [NH:1]1[CH2:11][CH2:10][CH:4]([C:5]([O:7][CH2:8][CH3:9])=[O:6])[CH2:3][CH2:2]1.C(N(CC)CC)C.[CH3:19][S:20](Cl)(=[O:22])=[O:21]. (7) The reactants are: [NH2:1][C:2]1[NH:3][C:4]2[CH:10]=[CH:9][CH:8]=[CH:7][C:5]=2[N:6]=1.[F:11][C:12]1[CH:13]=[C:14]([CH:17]=[CH:18][C:19]=1[F:20])[CH2:15]Br. Given the product [F:11][C:12]1[CH:13]=[C:14]([CH:17]=[CH:18][C:19]=1[F:20])[CH2:15][N:3]1[C:4]2[CH:10]=[CH:9][CH:8]=[CH:7][C:5]=2[N:6]([CH2:15][C:14]2[CH:17]=[CH:18][C:19]([F:20])=[C:12]([F:11])[CH:13]=2)[C:2]1=[NH:1], predict the reactants needed to synthesize it. (8) Given the product [Br:23][C:20]1[CH:21]=[CH:22][C:5]([OH:4])=[C:6]([CH:19]=1)[C:7]([NH:9][C:10]1[S:11][CH:12]=[C:13]([C:15]([CH3:16])([CH3:17])[CH3:18])[N:14]=1)=[O:8], predict the reactants needed to synthesize it. The reactants are: C([O:4][C:5]1[CH:22]=[CH:21][C:20]([Br:23])=[CH:19][C:6]=1[C:7]([NH:9][C:10]1[S:11][CH:12]=[C:13]([C:15]([CH3:18])([CH3:17])[CH3:16])[N:14]=1)=[O:8])(=O)C.[OH-].[Na+].Cl. (9) Given the product [N:27]1[CH:28]=[CH:29][C:24]([CH:2]2[CH2:7][CH2:6][N:5]([C:8]([O:10][C:11]([CH3:14])([CH3:13])[CH3:12])=[O:9])[CH2:4][CH2:3]2)=[CH:25][CH:26]=1, predict the reactants needed to synthesize it. The reactants are: I[CH:2]1[CH2:7][CH2:6][N:5]([C:8]([O:10][C:11]([CH3:14])([CH3:13])[CH3:12])=[O:9])[CH2:4][CH2:3]1.C1(C=CC(O)=CC=1)O.Br[C:24]1[CH:29]=[CH:28][N:27]=[CH:26][CH:25]=1.O1C=CC=C1P(C1OC=CC=1)C1OC=CC=1.